Dataset: Kir2.1 potassium channel HTS with 301,493 compounds. Task: Binary Classification. Given a drug SMILES string, predict its activity (active/inactive) in a high-throughput screening assay against a specified biological target. (1) The drug is FC(F)(F)c1cc(C(=O)N2CCCCCC2)ccc1. The result is 0 (inactive). (2) The drug is O(CCCCN(Cc1ccccc1)C)c1c(cc(cc1C)C)C. The result is 1 (active).